From a dataset of Reaction yield outcomes from USPTO patents with 853,638 reactions. Predict the reaction yield, written as a fraction of the theoretical maximum amount of product (1.0 means a 100% yield; for example, 0.34 means a 34% yield). The reactants are C([O:8][C:9]([N:11]1[CH2:30][CH2:29][C:14]2([O:19]C[C:17](=[O:20])[NH:16][CH:15]2[CH2:21][C:22]2[CH:27]=[CH:26][C:25]([F:28])=[CH:24][CH:23]=2)[CH2:13][CH2:12]1)=[O:10])C1C=CC=CC=1.NO.ClCC(Cl)=O.N[C@H](C(O)=O)[CH2:40][C:41]1[CH:50]=C2C(C=CC=C2)=C[CH:42]=1.[I-].CC(C)([O-])C. No catalyst specified. The product is [C:41]([O:8][C:9]([N:11]1[CH2:12][CH2:13][C:14]2([O:19][C:17](=[O:20])[NH:16][CH:15]2[CH2:21][C:22]2[CH:27]=[CH:26][C:25]([F:28])=[CH:24][CH:23]=2)[CH2:29][CH2:30]1)=[O:10])([CH3:50])([CH3:42])[CH3:40]. The yield is 0.190.